This data is from HIV replication inhibition screening data with 41,000+ compounds from the AIDS Antiviral Screen. The task is: Binary Classification. Given a drug SMILES string, predict its activity (active/inactive) in a high-throughput screening assay against a specified biological target. (1) The drug is Clc1cccc(Cl)c1C=NC12CC3CC(CC(C3)C1)C2. The result is 0 (inactive). (2) The molecule is Cc1nn(C(=O)c2ccc(Cl)cc2)c2c1C(c1ccc(Cl)cc1)SC(=N)N2. The result is 0 (inactive). (3) The drug is CC1=CC(=NN(C2=[S+][Cu-3]3([S+]=C(N(N=C4C=C(C)OC(=O)C4=CO)c4ccccc4)[SH+]3)[SH+]2)c2ccccc2)C(=CO)C(=O)O1. The result is 0 (inactive). (4) The drug is c1cc(C2=NCCO2)c2ccsc2c1. The result is 0 (inactive). (5) The drug is COc1cc2c(c3oc(=O)cc(C)c13)C(OC(=O)C13CCC(C)(C(=O)O1)C3(C)C)C(OC(=O)C13CCC(C)(C(=O)O1)C3(C)C)C(C)(C)O2. The result is 1 (active). (6) The drug is C[N+](C)([O-])CCCNc1c2ccccc2nc2cccc([N+](=O)[O-])c12.Cl. The result is 0 (inactive). (7) The molecule is COc1cc2c(cc1OC)C(c1ccccc1CCCCl)=NCC2.Cl. The result is 0 (inactive).